This data is from Reaction yield outcomes from USPTO patents with 853,638 reactions. The task is: Predict the reaction yield, written as a fraction of the theoretical maximum amount of product (1.0 means a 100% yield; for example, 0.34 means a 34% yield). (1) The reactants are OC(C)(C)CNC(N)=N.[NH2:10][C:11]1[CH:16]=[CH:15][N:14]=[CH:13][CH:12]=1.[Li+].C[Si]([N-][Si](C)(C)C)(C)C.[CH3:27][C:28]([OH:51])([CH3:50])[CH2:29][NH:30][C:31]1[N:36]=[C:35]([C:37]([F:40])([F:39])[F:38])[C:34]([C:41]2[CH:46]=[CH:45][N:44]=[C:43](S(C)=O)[N:42]=2)=[CH:33][N:32]=1. The catalyst is C1COCC1. The product is [CH3:50][C:28]([OH:51])([CH3:27])[CH2:29][NH:30][C:31]1[N:36]=[C:35]([C:37]([F:39])([F:38])[F:40])[C:34]([C:41]2[CH:46]=[CH:45][N:44]=[C:43]([NH:10][C:11]3[CH:16]=[CH:15][N:14]=[CH:13][CH:12]=3)[N:42]=2)=[CH:33][N:32]=1. The yield is 0.300. (2) The reactants are [Si]([O:8][CH2:9][CH2:10][N:11]([C:22]1[CH:23]=[C:24]2[C:28](=[C:29]([CH:31]3[CH2:33][CH2:32]3)[CH:30]=1)[N:27]([C:34]1[N:39]=[CH:38][C:37]([CH3:40])=[CH:36][N:35]=1)[CH:26]=[CH:25]2)[C:12]([C:14]1[C:15]([Cl:21])=[N:16][CH:17]=[N:18][C:19]=1[Cl:20])=[O:13])(C(C)(C)C)(C)C.Cl. No catalyst specified. The yield is 0.850. The product is [Cl:21][C:15]1[C:14]([C:12]([N:11]([C:22]2[CH:23]=[C:24]3[C:28](=[C:29]([CH:31]4[CH2:33][CH2:32]4)[CH:30]=2)[N:27]([C:34]2[N:39]=[CH:38][C:37]([CH3:40])=[CH:36][N:35]=2)[CH:26]=[CH:25]3)[CH2:10][CH2:9][OH:8])=[O:13])=[C:19]([Cl:20])[N:18]=[CH:17][N:16]=1. (3) The reactants are [C:1]([O:5][C:6]([NH:8][C@@H:9]([CH2:13][NH:14][C:15]1[CH:20]=[CH:19][CH:18]=[CH:17][C:16]=1[NH2:21])[C:10]([OH:12])=O)=[O:7])([CH3:4])([CH3:3])[CH3:2].C(OC(N[CH:30](CNC1C=CC=CC=1[N+]([O-])=O)[C:31]([OH:33])=[O:32])=O)(C)(C)C.[CH3:45]O. The catalyst is [Pd]. The product is [CH3:45][O:33][C:31](=[O:32])[CH2:30][N:21]1[C:10](=[O:12])[CH:9]([NH:8][C:6]([O:5][C:1]([CH3:2])([CH3:3])[CH3:4])=[O:7])[CH2:13][NH:14][C:15]2[CH:20]=[CH:19][CH:18]=[CH:17][C:16]1=2. The yield is 1.00. (4) The yield is 0.830. The product is [NH2:1][C:2]1[N:3]=[C:4]([CH3:24])[C:5]2[CH:17]=[CH:18][C:19](=[O:20])[N:8]([C@H:9]3[CH2:14][CH2:13][C@H:12]([O:15][CH3:16])[CH2:11][CH2:10]3)[C:6]=2[N:7]=1. The reactants are [NH2:1][C:2]1[N:7]=[C:6]([NH:8][C@H:9]2[CH2:14][CH2:13][C@H:12]([O:15][CH3:16])[CH2:11][CH2:10]2)[C:5](/[CH:17]=[CH:18]/[C:19](OCC)=[O:20])=[C:4]([CH3:24])[N:3]=1.CCCCC=CCCCCC.C(N(CC)CC)C. The catalyst is COC(C)(C)C.